The task is: Predict the product of the given reaction.. This data is from Forward reaction prediction with 1.9M reactions from USPTO patents (1976-2016). (1) Given the reactants [CH3:1][C:2]([C@@H:4]1[C@@:8]2([CH3:24])[CH2:9][C@H:10]([OH:23])[C@@H:11]3[C@:21]4([CH3:22])[C:15](=[CH:16][C:17]([CH2:19][CH2:20]4)=[O:18])[CH2:14][CH2:13][C@H:12]3[C@@H:7]2[CH2:6][CH2:5]1)=[O:3].[CH3:25]OC(OC)(C)C.C1(C)C=CC(S(O)(=O)=O)=CC=1.CO, predict the reaction product. The product is: [OH:23][C@H:10]1[CH2:9][C@@:8]2([CH3:24])[C@@H:7]([CH2:6][CH2:5][C@@H:4]2[C:2](=[O:3])[CH3:1])[C@H:12]2[C@H:11]1[C@:21]1([CH3:22])[C:15](=[CH:14][CH2:13]2)[CH:16]=[C:17]([O:18][CH3:25])[CH2:19][CH2:20]1. (2) Given the reactants [C:1]([O:11][C:12]([C:15]([CH2:18][CH2:19][S:20](Cl)(=[O:22])=[O:21])([F:17])[F:16])([F:14])[F:13])([C:4]([C:7]([F:10])([F:9])[F:8])([F:6])[F:5])([F:3])[F:2].[CH3:24][N:25]([CH2:27][CH2:28][CH2:29][NH2:30])[CH3:26], predict the reaction product. The product is: [C:1]([O:11][C:12]([C:15]([CH2:18][CH2:19][S:20]([NH:30][CH2:29][CH2:28][CH2:27][N:25]([CH3:26])[CH3:24])(=[O:22])=[O:21])([F:17])[F:16])([F:14])[F:13])([C:4]([C:7]([F:10])([F:9])[F:8])([F:6])[F:5])([F:3])[F:2]. (3) Given the reactants [O:1]1[CH:5]=[CH:4][CH:3]=[C:2]1[C:6]1[O:7][C:8]([CH3:21])=[C:9]([CH2:11][O:12][C:13]2[CH:20]=[CH:19][C:16]([CH:17]=[O:18])=[CH:15][N:14]=2)[N:10]=1.O1CCCC1.C(O)C.[BH4-].[Na+], predict the reaction product. The product is: [O:1]1[CH:5]=[CH:4][CH:3]=[C:2]1[C:6]1[O:7][C:8]([CH3:21])=[C:9]([CH2:11][O:12][C:13]2[N:14]=[CH:15][C:16]([CH2:17][OH:18])=[CH:19][CH:20]=2)[N:10]=1. (4) Given the reactants [CH3:1][O:2][C:3]1[C:8]([CH3:9])=[CH:7][C:6]([NH:10][C:11](=[O:38])[CH2:12][N:13]([CH2:20][C:21]2[CH:26]=[CH:25][C:24]([CH2:27][C:28]([CH3:37])([CH3:36])[C:29]([O:31]C(C)(C)C)=[O:30])=[CH:23][CH:22]=2)[CH2:14][C:15]2[O:16][CH:17]=[CH:18][CH:19]=2)=[C:5]([CH3:39])[CH:4]=1.FC(F)(F)C(O)=O, predict the reaction product. The product is: [CH3:1][O:2][C:3]1[C:8]([CH3:9])=[CH:7][C:6]([NH:10][C:11](=[O:38])[CH2:12][N:13]([CH2:20][C:21]2[CH:22]=[CH:23][C:24]([CH2:27][C:28]([CH3:36])([CH3:37])[C:29]([OH:31])=[O:30])=[CH:25][CH:26]=2)[CH2:14][C:15]2[O:16][CH:17]=[CH:18][CH:19]=2)=[C:5]([CH3:39])[CH:4]=1. (5) Given the reactants [CH:1]1([C:4]2[C:8]([CH:9]=O)=[CH:7][N:6]([C:11]3[CH:16]=[CH:15][N:14]=[C:13]([NH:17][C:18]4[CH:23]=[C:22]([N+:24]([O-])=O)[C:21]([N:27]5[CH2:32][CH2:31][O:30][CH2:29][CH2:28]5)=[CH:20][C:19]=4[O:33][CH3:34])[N:12]=3)[N:5]=2)[CH2:3][CH2:2]1.[CH3:35][NH:36][CH3:37], predict the reaction product. The product is: [CH:1]1([C:4]2[C:8]([CH2:9][N:36]([CH3:37])[CH3:35])=[CH:7][N:6]([C:11]3[CH:16]=[CH:15][N:14]=[C:13]([NH:17][C:18]4[C:19]([O:33][CH3:34])=[CH:20][C:21]([N:27]5[CH2:28][CH2:29][O:30][CH2:31][CH2:32]5)=[C:22]([NH:24][C:19](=[O:33])[CH:18]=[CH2:23])[CH:23]=4)[N:12]=3)[N:5]=2)[CH2:2][CH2:3]1.